From a dataset of Reaction yield outcomes from USPTO patents with 853,638 reactions. Predict the reaction yield, written as a fraction of the theoretical maximum amount of product (1.0 means a 100% yield; for example, 0.34 means a 34% yield). (1) The product is [F:1][C:2]1[CH:23]=[CH:22][C:5]([CH2:6][NH:7][C:8]([C:10]2[S:14][C:13]([N:15]3[CH2:19][CH2:18][CH:17]([CH2:35][C:36]4[CH:37]=[CH:38][C:39]([C:42]([F:43])([F:44])[F:45])=[CH:40][CH:41]=4)[C:16]3=[O:20])=[N:12][C:11]=2[CH3:21])=[O:9])=[CH:4][CH:3]=1. The yield is 0.410. The catalyst is CN1CCCN(C)C1=O.O1CCCC1. The reactants are [F:1][C:2]1[CH:23]=[CH:22][C:5]([CH2:6][NH:7][C:8]([C:10]2[S:14][C:13]([N:15]3[CH2:19][CH2:18][CH2:17][C:16]3=[O:20])=[N:12][C:11]=2[CH3:21])=[O:9])=[CH:4][CH:3]=1.C[Si]([N-][Si](C)(C)C)(C)C.[Li+].Br[CH2:35][C:36]1[CH:41]=[CH:40][C:39]([C:42]([F:45])([F:44])[F:43])=[CH:38][CH:37]=1.[Cl-].[NH4+]. (2) The reactants are [NH:1]1[C:9]2[C:4](=[CH:5][CH:6]=[CH:7][CH:8]=2)[C:3]([CH:10]=[O:11])=[CH:2]1.[Cl:12][C:13]1[C:18]([Cl:19])=[CH:17][CH:16]=[CH:15][C:14]=1[S:20](Cl)(=[O:22])=[O:21].C(N(C(C)C)CC)(C)C.C(=O)([O-])O.[Na+]. The catalyst is C(Cl)Cl. The product is [Cl:12][C:13]1[C:18]([Cl:19])=[CH:17][CH:16]=[CH:15][C:14]=1[S:20]([N:1]1[C:9]2[C:4](=[CH:5][CH:6]=[CH:7][CH:8]=2)[C:3]([CH:10]=[O:11])=[CH:2]1)(=[O:22])=[O:21]. The yield is 0.800. (3) The reactants are [Br-:1].[Li+].[CH3:3][C:4]1[CH:9]=[CH:8][C:7]([S:10]([O:13][C@@H:14]2[CH2:18][O:17][C@@H:16]3[C@@H:19](OS(C4C=CC(C)=CC=4)(=O)=O)[CH2:20][O:21][C@H:15]23)(=[O:12])=[O:11])=[CH:6][CH:5]=1. The catalyst is CS(C)=O.O. The product is [CH3:3][C:4]1[CH:9]=[CH:8][C:7]([S:10]([O:13][C@H:14]2[CH2:18][O:17][C@@H:16]3[C@@H:19]([Br:1])[CH2:20][O:21][C@H:15]23)(=[O:12])=[O:11])=[CH:6][CH:5]=1. The yield is 0.550. (4) The reactants are [CH2:1]([C:4]1[N:5]([C:17]([O:19][C:20]([CH3:23])([CH3:22])[CH3:21])=[O:18])[C:6]2[C:11]([C:12]=1[CH2:13][C:14](O)=[O:15])=[CH:10][CH:9]=[CH:8][CH:7]=2)[CH:2]=[CH2:3].Cl.[NH2:25][C@@H:26]([CH2:31][C:32]1[CH:37]=[C:36]([F:38])[CH:35]=[C:34]([Br:39])[CH:33]=1)[C:27]([O:29][CH3:30])=[O:28].CN(C(ON1N=NC2C=CC=NC1=2)=[N+](C)C)C.F[P-](F)(F)(F)(F)F.CCN(C(C)C)C(C)C. The catalyst is C(Cl)Cl. The product is [CH2:1]([C:4]1[N:5]([C:17]([O:19][C:20]([CH3:23])([CH3:22])[CH3:21])=[O:18])[C:6]2[C:11]([C:12]=1[CH2:13][C:14]([NH:25][C@@H:26]([CH2:31][C:32]1[CH:37]=[C:36]([F:38])[CH:35]=[C:34]([Br:39])[CH:33]=1)[C:27]([O:29][CH3:30])=[O:28])=[O:15])=[CH:10][CH:9]=[CH:8][CH:7]=2)[CH:2]=[CH2:3]. The yield is 0.630. (5) The reactants are [Br-].[C:2]([CH2:4][P+](C1C=CC=CC=1)(C1C=CC=CC=1)C1C=CC=CC=1)#[N:3].[OH-].[Na+].[F:26][C:27]1[CH:41]=[CH:40][C:30]([O:31][C:32]2[CH:39]=[CH:38][C:35]([CH:36]=O)=[CH:34][CH:33]=2)=[CH:29][CH:28]=1. The catalyst is O.C(Cl)Cl. The product is [F:26][C:27]1[CH:41]=[CH:40][C:30]([O:31][C:32]2[CH:39]=[CH:38][C:35]([CH:36]=[CH:4][C:2]#[N:3])=[CH:34][CH:33]=2)=[CH:29][CH:28]=1. The yield is 0.910.